From a dataset of Catalyst prediction with 721,799 reactions and 888 catalyst types from USPTO. Predict which catalyst facilitates the given reaction. (1) Reactant: FC(F)(F)C([O-])=O.[C:8]([C:10]1[C:11]([CH3:27])=[C:12]([C@@H:17]2[O:22][CH2:21][C@@H:20]3[CH2:23][NH2+:24][CH2:25][CH2:26][N:19]3[CH2:18]2)[CH:13]=[CH:14][C:15]=1[F:16])#[N:9].CN1CCOCC1.[N:35]1([C:40]2[N:45]=[CH:44][C:43]([CH2:46][C:47](O)=[O:48])=[CH:42][CH:41]=2)[CH:39]=[N:38][N:37]=[N:36]1.C1C=CC2N(O)N=NC=2C=1.C(Cl)CCl. Product: [F:16][C:15]1[C:10]([C:8]#[N:9])=[C:11]([CH3:27])[C:12]([C@@H:17]2[O:22][CH2:21][C@@H:20]3[CH2:23][N:24]([C:47](=[O:48])[CH2:46][C:43]4[CH:44]=[N:45][C:40]([N:35]5[CH:39]=[N:38][N:37]=[N:36]5)=[CH:41][CH:42]=4)[CH2:25][CH2:26][N:19]3[CH2:18]2)=[CH:13][CH:14]=1. The catalyst class is: 2. (2) Reactant: [C:1]([C:3]1[CH:8]=[CH:7][C:6]([NH:9][C@H:10]2[CH2:14][CH2:13][C@@H:12]([C:15]([O:17][CH2:18][CH3:19])=[O:16])[CH2:11]2)=[CH:5][CH:4]=1)#[N:2].[NH2:20][OH:21]. Product: [OH:21]/[N:20]=[C:1](/[C:3]1[CH:4]=[CH:5][C:6]([NH:9][C@H:10]2[CH2:14][CH2:13][C@@H:12]([C:15]([O:17][CH2:18][CH3:19])=[O:16])[CH2:11]2)=[CH:7][CH:8]=1)\[NH2:2]. The catalyst class is: 8. (3) Product: [Cl:1][C:2]1[CH:8]=[CH:7][C:6]([N:9]2[CH2:14][CH2:13][O:12][CH2:11][CH2:10]2)=[CH:5][C:3]=1[NH:4][C:16]1[C:25]2[C:20](=[CH:21][C:22]([F:27])=[CH:23][C:24]=2[F:26])[N:19]=[C:18]([C:28]2[CH:33]=[CH:32][CH:31]=[CH:30][N:29]=2)[C:17]=1[CH3:34]. Reactant: [Cl:1][C:2]1[CH:8]=[CH:7][C:6]([N:9]2[CH2:14][CH2:13][O:12][CH2:11][CH2:10]2)=[CH:5][C:3]=1[NH2:4].Cl[C:16]1[C:25]2[C:20](=[CH:21][C:22]([F:27])=[CH:23][C:24]=2[F:26])[N:19]=[C:18]([C:28]2[CH:33]=[CH:32][CH:31]=[CH:30][N:29]=2)[C:17]=1[CH3:34].C1(P(C2CCCCC2)C2(C(C)C)CC(C(C)C)=CC(C(C)C)=C2C2C=CC=CC=2)CCCCC1.CC(C1C=C(C(C)C)C(C2C=CC=CC=2P(C2CCCCC2)C2CCCCC2)=C(C(C)C)C=1)C.CC(C)([O-])C.[Na+]. The catalyst class is: 491. (4) Reactant: [Cl:1][C:2]1[N:7]=[C:6](Cl)[C:5]([N+:9]([O-:11])=[O:10])=[CH:4][N:3]=1.C(N(CC)C(C)C)(C)C.[CH3:21][O:22][C:23]1[CH:28]=[CH:27][CH:26]=[C:25]([NH2:29])[CH:24]=1. Product: [Cl:1][C:2]1[N:7]=[C:6]([NH:29][C:25]2[CH:26]=[CH:27][CH:28]=[C:23]([O:22][CH3:21])[CH:24]=2)[C:5]([N+:9]([O-:11])=[O:10])=[CH:4][N:3]=1. The catalyst class is: 1. (5) Reactant: [NH2:1][C:2]1[N:3]=[C:4]([Cl:23])[C:5]2[CH2:10][C:9](=[O:11])[N:8]([CH2:12][C:13]3[C:18]([CH3:19])=[C:17]([O:20][CH3:21])[C:16]([CH3:22])=[CH:15][N:14]=3)[C:6]=2[N:7]=1.[Cl:24][C:25]1[NH:26][C:27]([CH:41]=O)=[C:28]([CH3:40])[C:29]=1[C:30]([NH:32][CH2:33][CH2:34][N:35]1[CH2:39][CH2:38][CH2:37][CH2:36]1)=[O:31].N1CCCCC1. Product: [NH2:1][C:2]1[N:3]=[C:4]([Cl:23])[C:5]2=[C:6]([N:8]([CH2:12][C:13]3[C:18]([CH3:19])=[C:17]([O:20][CH3:21])[C:16]([CH3:22])=[CH:15][N:14]=3)[C:9](=[O:11])/[C:10]/2=[CH:41]\[C:27]2[NH:26][C:25]([Cl:24])=[C:29]([C:30]([NH:32][CH2:33][CH2:34][N:35]3[CH2:36][CH2:37][CH2:38][CH2:39]3)=[O:31])[C:28]=2[CH3:40])[N:7]=1. The catalyst class is: 14.